Dataset: Forward reaction prediction with 1.9M reactions from USPTO patents (1976-2016). Task: Predict the product of the given reaction. (1) Given the reactants [NH2:1][C:2]1[CH:3]=[C:4]([CH:7]=[CH:8][C:9]=1[NH2:10])[C:5]#[N:6].C[Al](C)C.[CH2:15]([O:22][C:23]1[CH:28]=[CH:27][C:26]([CH2:29][C:30](OC)=O)=[CH:25][CH:24]=1)[CH2:16][CH2:17][CH2:18][CH2:19][CH2:20][CH3:21].[C@H](O)(C([O-])=O)[C@@H](O)C([O-])=O.[Na+].[K+], predict the reaction product. The product is: [CH2:15]([O:22][C:23]1[CH:28]=[CH:27][C:26]([CH2:29][C:30]2[NH:10][C:9]3[CH:8]=[CH:7][C:4]([C:5]#[N:6])=[CH:3][C:2]=3[N:1]=2)=[CH:25][CH:24]=1)[CH2:16][CH2:17][CH2:18][CH2:19][CH2:20][CH3:21]. (2) Given the reactants [O:1]1[CH2:6][CH2:5][N:4]([CH2:7][C:8]2[CH:13]=[CH:12][C:11]([C:14]3[N:37](S(C4C=CC=CC=4)(=O)=O)[C:17]4=[N:18][CH:19]=[CH:20][C:21]([C:22]5[CH:23]=[CH:24][C:25]([O:30][CH:31]6[CH2:36][CH2:35][O:34][CH2:33][CH2:32]6)=[C:26]([CH:29]=5)[C:27]#[N:28])=[C:16]4[CH:15]=3)=[CH:10][CH:9]=2)[CH2:3][CH2:2]1.[OH-].[Na+].CCO, predict the reaction product. The product is: [O:1]1[CH2:6][CH2:5][N:4]([CH2:7][C:8]2[CH:9]=[CH:10][C:11]([C:14]3[NH:37][C:17]4=[N:18][CH:19]=[CH:20][C:21]([C:22]5[CH:23]=[CH:24][C:25]([O:30][CH:31]6[CH2:36][CH2:35][O:34][CH2:33][CH2:32]6)=[C:26]([CH:29]=5)[C:27]#[N:28])=[C:16]4[CH:15]=3)=[CH:12][CH:13]=2)[CH2:3][CH2:2]1. (3) Given the reactants [CH:1]1([CH2:4][O:5][C:6]2[N:11]=[C:10]([C:12]([OH:14])=O)[CH:9]=[CH:8][C:7]=2[N:15]2[CH2:18][C:17]([F:20])([F:19])[CH2:16]2)[CH2:3][CH2:2]1.Cl.[F:22][C@H:23]1[CH2:27][NH:26][C@H:25]([C:28]([NH2:30])=[O:29])[CH2:24]1, predict the reaction product. The product is: [CH:1]1([CH2:4][O:5][C:6]2[N:11]=[C:10]([C:12]([N:26]3[CH2:27][C@H:23]([F:22])[CH2:24][C@H:25]3[C:28]([NH2:30])=[O:29])=[O:14])[CH:9]=[CH:8][C:7]=2[N:15]2[CH2:18][C:17]([F:20])([F:19])[CH2:16]2)[CH2:2][CH2:3]1. (4) Given the reactants [CH3:1][O:2][C:3]1[CH:13]=[CH:12][C:6]2[CH2:7][CH2:8][NH:9][CH2:10][CH2:11][C:5]=2[CH:4]=1.[N:14]([C:17]1[CH:25]=[CH:24][CH:23]=[CH:22][C:18]=1C(O)=O)=[N+:15]=[N-:16].CCN=C=NCCCN(C)C.Cl.CCN(C(C)C)C(C)C.C1C[O:50][CH2:49]C1, predict the reaction product. The product is: [N:14]([C:17]1[CH:18]=[CH:22][C:23]([C:49]([N:9]2[CH2:10][CH2:11][C:5]3[CH:4]=[C:3]([O:2][CH3:1])[CH:13]=[CH:12][C:6]=3[CH2:7][CH2:8]2)=[O:50])=[CH:24][CH:25]=1)=[N+:15]=[N-:16]. (5) Given the reactants [CH3:1][CH2:2][C@@H:3]([C:5]([O:7][C@@H:8]1[C@@H:13]2[C@@H:14]([CH2:19][CH2:20][C@@H:21](O)[CH2:22][C@@H:23]([OH:28])[CH2:24][C:25]([O-:27])=[O:26])[C@@H:15]([CH3:18])[CH:16]=[CH:17][C:12]2=[CH:11][C@@H:10]([OH:30])[CH2:9]1)=[O:6])[CH3:4].[Na+].[Br:32][CH2:33][CH2:34][CH2:35][CH2:36]Br.O.C([O:41]CC)C, predict the reaction product. The product is: [Br:32][CH2:33][CH2:34][CH2:35][CH2:36][O:27][C:25](=[O:26])[CH2:24][CH:23]([OH:28])[CH:22]([OH:41])[CH2:21][CH2:20][CH2:19][CH:14]1[CH:13]2[C:12](=[CH:11][CH:10]([OH:30])[CH2:9][CH:8]2[O:7][C:5](=[O:6])[CH:3]([CH3:4])[CH2:2][CH3:1])[CH:17]=[CH:16][CH:15]1[CH3:18].